From a dataset of Buchwald-Hartwig C-N cross coupling reaction yields with 55,370 reactions. Predict the reaction yield, written as a fraction of the theoretical maximum amount of product (1.0 means a 100% yield; for example, 0.34 means a 34% yield). (1) The reactants are COc1ccc(Br)cc1.Cc1ccc(N)cc1.O=S(=O)(O[Pd]1c2ccccc2-c2ccccc2N~1)C(F)(F)F.COc1ccc(OC)c(P(C(C)(C)C)C(C)(C)C)c1-c1c(C(C)C)cc(C(C)C)cc1C(C)C.CCN=P(N=P(N(C)C)(N(C)C)N(C)C)(N(C)C)N(C)C.COC(=O)c1cc(-c2ccco2)on1. No catalyst specified. The product is COc1ccc(Nc2ccc(C)cc2)cc1. The yield is 0.382. (2) The reactants are Clc1cccnc1.Cc1ccc(N)cc1.O=S(=O)(O[Pd]1c2ccccc2-c2ccccc2N~1)C(F)(F)F.CC(C)c1cc(C(C)C)c(-c2ccccc2P(C(C)(C)C)C(C)(C)C)c(C(C)C)c1.CN1CCCN2CCCN=C12.c1ccc2nocc2c1. No catalyst specified. The product is Cc1ccc(Nc2cccnc2)cc1. The yield is 0. (3) The reactants are FC(F)(F)c1ccc(Br)cc1.Cc1ccc(N)cc1.O=S(=O)(O[Pd]1c2ccccc2-c2ccccc2N~1)C(F)(F)F.CC(C)c1cc(C(C)C)c(-c2ccccc2P(C2CCCCC2)C2CCCCC2)c(C(C)C)c1.CN(C)C(=NC(C)(C)C)N(C)C.COC(=O)c1cc(-c2cccs2)on1. No catalyst specified. The product is Cc1ccc(Nc2ccc(C(F)(F)F)cc2)cc1. The yield is 0.263. (4) The reactants are COc1ccc(Cl)cc1.Cc1ccc(N)cc1.O=S(=O)(O[Pd]1c2ccccc2-c2ccccc2N~1)C(F)(F)F.COc1ccc(OC)c(P(C(C)(C)C)C(C)(C)C)c1-c1c(C(C)C)cc(C(C)C)cc1C(C)C.CCN=P(N=P(N(C)C)(N(C)C)N(C)C)(N(C)C)N(C)C.CCOC(=O)c1cc(OC)no1. No catalyst specified. The product is COc1ccc(Nc2ccc(C)cc2)cc1. The yield is 0.00471. (5) The reactants are COc1ccc(Cl)cc1.Cc1ccc(N)cc1.O=S(=O)(O[Pd]1c2ccccc2-c2ccccc2N~1)C(F)(F)F.CC(C)c1cc(C(C)C)c(-c2ccccc2P(C(C)(C)C)C(C)(C)C)c(C(C)C)c1.CN1CCCN2CCCN=C12.c1ccc(-c2ccno2)cc1. No catalyst specified. The product is COc1ccc(Nc2ccc(C)cc2)cc1. The yield is 0.0294.